The task is: Regression. Given two drug SMILES strings and cell line genomic features, predict the synergy score measuring deviation from expected non-interaction effect.. This data is from NCI-60 drug combinations with 297,098 pairs across 59 cell lines. (1) Drug 1: CC1=C(C=C(C=C1)NC2=NC=CC(=N2)N(C)C3=CC4=NN(C(=C4C=C3)C)C)S(=O)(=O)N.Cl. Drug 2: C1=NC(=NC(=O)N1C2C(C(C(O2)CO)O)O)N. Cell line: SK-MEL-5. Synergy scores: CSS=-6.44, Synergy_ZIP=1.78, Synergy_Bliss=-1.14, Synergy_Loewe=-7.07, Synergy_HSA=-5.81. (2) Drug 1: C1=NC(=NC(=O)N1C2C(C(C(O2)CO)O)O)N. Drug 2: C1CN1C2=NC(=NC(=N2)N3CC3)N4CC4. Cell line: HT29. Synergy scores: CSS=38.1, Synergy_ZIP=4.23, Synergy_Bliss=6.74, Synergy_Loewe=4.84, Synergy_HSA=7.53. (3) Drug 1: C1C(C(OC1N2C=C(C(=O)NC2=O)F)CO)O. Drug 2: CC1=C2C(C(=O)C3(C(CC4C(C3C(C(C2(C)C)(CC1OC(=O)C(C(C5=CC=CC=C5)NC(=O)OC(C)(C)C)O)O)OC(=O)C6=CC=CC=C6)(CO4)OC(=O)C)O)C)O. Cell line: T-47D. Synergy scores: CSS=1.04, Synergy_ZIP=1.95, Synergy_Bliss=0.879, Synergy_Loewe=-2.78, Synergy_HSA=-4.54. (4) Drug 1: C1CCC(CC1)NC(=O)N(CCCl)N=O. Drug 2: C1=NNC2=C1C(=O)NC=N2. Cell line: HS 578T. Synergy scores: CSS=14.1, Synergy_ZIP=-4.31, Synergy_Bliss=6.08, Synergy_Loewe=-13.1, Synergy_HSA=3.25. (5) Drug 1: CC12CCC3C(C1CCC2=O)CC(=C)C4=CC(=O)C=CC34C. Drug 2: CC1OCC2C(O1)C(C(C(O2)OC3C4COC(=O)C4C(C5=CC6=C(C=C35)OCO6)C7=CC(=C(C(=C7)OC)O)OC)O)O. Cell line: SK-MEL-28. Synergy scores: CSS=30.9, Synergy_ZIP=-3.40, Synergy_Bliss=2.93, Synergy_Loewe=-0.127, Synergy_HSA=4.77. (6) Drug 1: CC(CN1CC(=O)NC(=O)C1)N2CC(=O)NC(=O)C2. Drug 2: C1=CC(=CC=C1C#N)C(C2=CC=C(C=C2)C#N)N3C=NC=N3. Cell line: M14. Synergy scores: CSS=2.37, Synergy_ZIP=-2.41, Synergy_Bliss=-3.66, Synergy_Loewe=-5.08, Synergy_HSA=-5.26. (7) Synergy scores: CSS=-3.98, Synergy_ZIP=1.17, Synergy_Bliss=-0.0420, Synergy_Loewe=-1.98, Synergy_HSA=-3.79. Drug 1: CC1CCC2CC(C(=CC=CC=CC(CC(C(=O)C(C(C(=CC(C(=O)CC(OC(=O)C3CCCCN3C(=O)C(=O)C1(O2)O)C(C)CC4CCC(C(C4)OC)O)C)C)O)OC)C)C)C)OC. Cell line: NCIH23. Drug 2: CC12CCC3C(C1CCC2O)C(CC4=C3C=CC(=C4)O)CCCCCCCCCS(=O)CCCC(C(F)(F)F)(F)F.